Dataset: Reaction yield outcomes from USPTO patents with 853,638 reactions. Task: Predict the reaction yield, written as a fraction of the theoretical maximum amount of product (1.0 means a 100% yield; for example, 0.34 means a 34% yield). (1) The reactants are [NH2:1][C@H:2]1[CH2:7][CH2:6][N:5]([C:8]([O:10][C:11]([CH3:14])([CH3:13])[CH3:12])=[O:9])[CH2:4][C@H:3]1[O:15][CH2:16][CH3:17].[Cl:18][C:19]1[N:20]=[C:21]([C:25](O)=[O:26])[NH:22][C:23]=1[CH3:24].CCN=C=NCCCN(C)C.Cl. The catalyst is CN(C1C=CN=CC=1)C. The product is [Cl:18][C:19]1[N:20]=[C:21]([C:25]([NH:1][C@H:2]2[CH2:7][CH2:6][N:5]([C:8]([O:10][C:11]([CH3:12])([CH3:13])[CH3:14])=[O:9])[CH2:4][C@H:3]2[O:15][CH2:16][CH3:17])=[O:26])[NH:22][C:23]=1[CH3:24]. The yield is 0.430. (2) The reactants are [OH:1][C:2]1[C:3]([C:8]([OH:10])=O)=[N:4][CH:5]=[CH:6][CH:7]=1.C(N(C(C)C)CC)(C)C.CCN=C=NCCCN(C)C.ON1C2C=CC=CC=2N=N1.Cl.[C:42]([O:46][C:47](=[O:50])[CH2:48][NH2:49])([CH3:45])([CH3:44])[CH3:43]. The product is [C:42]([O:46][C:47](=[O:50])[CH2:48][NH:49][C:8]([C:3]1[C:2]([OH:1])=[CH:7][CH:6]=[CH:5][N:4]=1)=[O:10])([CH3:45])([CH3:44])[CH3:43]. The catalyst is CN(C=O)C. The yield is 0.220. (3) The reactants are [CH3:1][S@:2]([C:4]1[CH:9]=[CH:8][C:7]([CH3:10])=[CH:6][CH:5]=1)=[O:3].C1CCCCC1.[F:17][C:18]([F:34])([F:33])[C:19](=[O:32])[CH2:20][C:21]([C:24]1[CH:29]=[C:28]([F:30])[CH:27]=[CH:26][C:25]=1[CH3:31])([CH3:23])[CH3:22].C1COCC1. No catalyst specified. The product is [F:34][C:18]([F:17])([F:33])[C@@:19]([CH2:1][S@:2]([C:4]1[CH:9]=[CH:8][C:7]([CH3:10])=[CH:6][CH:5]=1)=[O:3])([OH:32])[CH2:20][C:21]([C:24]1[CH:29]=[C:28]([F:30])[CH:27]=[CH:26][C:25]=1[CH3:31])([CH3:23])[CH3:22].[F:34][C:18]([F:17])([F:33])[C@:19]([CH2:1][S@:2]([C:4]1[CH:9]=[CH:8][C:7]([CH3:10])=[CH:6][CH:5]=1)=[O:3])([OH:32])[CH2:20][C:21]([C:24]1[CH:29]=[C:28]([F:30])[CH:27]=[CH:26][C:25]=1[CH3:31])([CH3:23])[CH3:22]. The yield is 0.580. (4) The reactants are [C:1]([C:3]1[CH:8]=[CH:7][C:6]([OH:9])=[CH:5][CH:4]=1)#[N:2].C([O-])([O-])=O.[K+].[K+].[Br:16][CH2:17][CH2:18]Br. The catalyst is CC#N. The product is [Br:16][CH2:17][CH2:18][O:9][C:6]1[CH:7]=[CH:8][C:3]([C:1]#[N:2])=[CH:4][CH:5]=1. The yield is 0.450. (5) The catalyst is CO. The yield is 0.710. The product is [CH3:3][C:4]1([CH3:20])[CH2:9][C:8]([CH3:10])([CH3:11])[CH2:7][C:6]([CH2:14][C:15]([OH:17])=[O:16])([CH:12]=[CH2:13])[CH2:5]1. The reactants are [OH-].[Na+].[CH3:3][C:4]1([CH3:20])[CH2:9][C:8]([CH3:11])([CH3:10])[CH2:7][C:6]([CH2:14][C:15]([O:17]CC)=[O:16])([CH:12]=[CH2:13])[CH2:5]1.O.Cl. (6) The reactants are [F:1][C:2]1[CH:3]=[C:4]([NH2:17])[CH:5]=[CH:6][C:7]=1[O:8][CH2:9][C:10]1[CH:15]=[CH:14][CH:13]=[C:12]([F:16])[CH:11]=1.[CH3:18][O:19][C:20](=[O:25])[CH2:21][C:22](Cl)=[O:23]. No catalyst specified. The product is [CH3:18][O:19][C:20](=[O:25])[CH2:21][C:22]([NH:17][C:4]1[CH:5]=[CH:6][C:7]([O:8][CH2:9][C:10]2[CH:15]=[CH:14][CH:13]=[C:12]([F:16])[CH:11]=2)=[C:2]([F:1])[CH:3]=1)=[O:23]. The yield is 0.650. (7) The reactants are [F:1][C:2]1([F:18])[CH2:7][CH2:6][CH:5]([CH:8]([CH:10]2[CH2:15][CH2:14][C:13]([F:17])([F:16])[CH2:12][CH2:11]2)[OH:9])[CH2:4][CH2:3]1.CC(OI1(OC(C)=O)(OC(C)=O)OC(=O)C2C=CC=CC1=2)=O. The catalyst is C(Cl)Cl. The product is [F:1][C:2]1([F:18])[CH2:7][CH2:6][CH:5]([C:8]([CH:10]2[CH2:15][CH2:14][C:13]([F:16])([F:17])[CH2:12][CH2:11]2)=[O:9])[CH2:4][CH2:3]1. The yield is 0.710.